From a dataset of Catalyst prediction with 721,799 reactions and 888 catalyst types from USPTO. Predict which catalyst facilitates the given reaction. Reactant: [Cl:1][C:2]1[CH:3]=[C:4]([N:10]2[C:14]([CH2:15][CH3:16])=[C:13]([CH2:17][C:18]3[CH:26]=[CH:25][C:21]([C:22]([OH:24])=O)=[CH:20][CH:19]=3)[C:12]([CH2:27][CH3:28])=[N:11]2)[CH:5]=[CH:6][C:7]=1[C:8]#[N:9].[CH:29]1([NH2:32])[CH2:31][CH2:30]1.Cl.CN(C)CCCN=C=NCC.ON1C2C=CC=CC=2N=N1.Cl. Product: [Cl:1][C:2]1[CH:3]=[C:4]([N:10]2[C:14]([CH2:15][CH3:16])=[C:13]([CH2:17][C:18]3[CH:26]=[CH:25][C:21]([C:22]([NH:32][CH:29]4[CH2:31][CH2:30]4)=[O:24])=[CH:20][CH:19]=3)[C:12]([CH2:27][CH3:28])=[N:11]2)[CH:5]=[CH:6][C:7]=1[C:8]#[N:9]. The catalyst class is: 3.